From a dataset of NCI-60 drug combinations with 297,098 pairs across 59 cell lines. Regression. Given two drug SMILES strings and cell line genomic features, predict the synergy score measuring deviation from expected non-interaction effect. (1) Synergy scores: CSS=55.3, Synergy_ZIP=-5.61, Synergy_Bliss=-6.87, Synergy_Loewe=-8.10, Synergy_HSA=-3.23. Drug 1: C1C(C(OC1N2C=NC3=C(N=C(N=C32)Cl)N)CO)O. Drug 2: B(C(CC(C)C)NC(=O)C(CC1=CC=CC=C1)NC(=O)C2=NC=CN=C2)(O)O. Cell line: SW-620. (2) Synergy scores: CSS=23.5, Synergy_ZIP=-2.29, Synergy_Bliss=0.781, Synergy_Loewe=-3.34, Synergy_HSA=1.57. Cell line: OVCAR-4. Drug 2: C1C(C(OC1N2C=NC(=NC2=O)N)CO)O. Drug 1: C1=CC=C(C(=C1)C(C2=CC=C(C=C2)Cl)C(Cl)Cl)Cl. (3) Drug 1: CN(CC1=CN=C2C(=N1)C(=NC(=N2)N)N)C3=CC=C(C=C3)C(=O)NC(CCC(=O)O)C(=O)O. Drug 2: CCC(=C(C1=CC=CC=C1)C2=CC=C(C=C2)OCCN(C)C)C3=CC=CC=C3.C(C(=O)O)C(CC(=O)O)(C(=O)O)O. Cell line: SNB-19. Synergy scores: CSS=39.9, Synergy_ZIP=1.27, Synergy_Bliss=-0.749, Synergy_Loewe=-5.25, Synergy_HSA=-5.18. (4) Drug 1: CC(C1=C(C=CC(=C1Cl)F)Cl)OC2=C(N=CC(=C2)C3=CN(N=C3)C4CCNCC4)N. Drug 2: CC1=C2C(C(=O)C3(C(CC4C(C3C(C(C2(C)C)(CC1OC(=O)C(C(C5=CC=CC=C5)NC(=O)C6=CC=CC=C6)O)O)OC(=O)C7=CC=CC=C7)(CO4)OC(=O)C)O)C)OC(=O)C. Cell line: HCT-15. Synergy scores: CSS=38.7, Synergy_ZIP=13.2, Synergy_Bliss=13.9, Synergy_Loewe=12.1, Synergy_HSA=14.0. (5) Drug 1: C1=CC(=CC=C1CCC2=CNC3=C2C(=O)NC(=N3)N)C(=O)NC(CCC(=O)O)C(=O)O. Drug 2: C1=CC(=CC=C1CC(C(=O)O)N)N(CCCl)CCCl.Cl. Cell line: OVCAR-4. Synergy scores: CSS=13.6, Synergy_ZIP=-7.56, Synergy_Bliss=-15.9, Synergy_Loewe=-41.2, Synergy_HSA=-18.4. (6) Drug 1: CNC(=O)C1=NC=CC(=C1)OC2=CC=C(C=C2)NC(=O)NC3=CC(=C(C=C3)Cl)C(F)(F)F. Drug 2: C(CCl)NC(=O)N(CCCl)N=O. Cell line: MDA-MB-435. Synergy scores: CSS=9.31, Synergy_ZIP=-8.34, Synergy_Bliss=-8.69, Synergy_Loewe=-4.21, Synergy_HSA=-4.21. (7) Drug 1: CC1C(C(CC(O1)OC2CC(OC(C2O)C)OC3=CC4=CC5=C(C(=O)C(C(C5)C(C(=O)C(C(C)O)O)OC)OC6CC(C(C(O6)C)O)OC7CC(C(C(O7)C)O)OC8CC(C(C(O8)C)O)(C)O)C(=C4C(=C3C)O)O)O)O. Drug 2: C1CNP(=O)(OC1)N(CCCl)CCCl. Cell line: SNB-75. Synergy scores: CSS=57.2, Synergy_ZIP=-0.850, Synergy_Bliss=-1.77, Synergy_Loewe=-60.5, Synergy_HSA=0.148. (8) Drug 1: CC1C(C(CC(O1)OC2CC(OC(C2O)C)OC3=CC4=CC5=C(C(=O)C(C(C5)C(C(=O)C(C(C)O)O)OC)OC6CC(C(C(O6)C)O)OC7CC(C(C(O7)C)O)OC8CC(C(C(O8)C)O)(C)O)C(=C4C(=C3C)O)O)O)O. Drug 2: CC(C)(C#N)C1=CC(=CC(=C1)CN2C=NC=N2)C(C)(C)C#N. Cell line: T-47D. Synergy scores: CSS=48.0, Synergy_ZIP=0.879, Synergy_Bliss=-3.54, Synergy_Loewe=-4.79, Synergy_HSA=-5.88. (9) Drug 1: CC1=C2C(C(=O)C3(C(CC4C(C3C(C(C2(C)C)(CC1OC(=O)C(C(C5=CC=CC=C5)NC(=O)OC(C)(C)C)O)O)OC(=O)C6=CC=CC=C6)(CO4)OC(=O)C)O)C)O. Drug 2: C1CNP(=O)(OC1)N(CCCl)CCCl. Cell line: HS 578T. Synergy scores: CSS=34.6, Synergy_ZIP=-5.32, Synergy_Bliss=-4.70, Synergy_Loewe=-42.5, Synergy_HSA=-3.62. (10) Drug 1: CC12CCC3C(C1CCC2OP(=O)(O)O)CCC4=C3C=CC(=C4)OC(=O)N(CCCl)CCCl.[Na+]. Drug 2: CC1C(C(CC(O1)OC2CC(CC3=C2C(=C4C(=C3O)C(=O)C5=CC=CC=C5C4=O)O)(C(=O)C)O)N)O. Cell line: 786-0. Synergy scores: CSS=44.2, Synergy_ZIP=4.20, Synergy_Bliss=5.00, Synergy_Loewe=-15.2, Synergy_HSA=5.09.